From a dataset of Reaction yield outcomes from USPTO patents with 853,638 reactions. Predict the reaction yield, written as a fraction of the theoretical maximum amount of product (1.0 means a 100% yield; for example, 0.34 means a 34% yield). (1) The yield is 0.760. The catalyst is CS(C)=O.[Cl-].[Na+].O. The product is [CH3:12][C:4]1([CH3:13])[CH:5]([C:6]2[CH:11]=[CH:10][CH:9]=[CH:8][CH:7]=2)[CH:3]1[C:1]#[N:2]. The reactants are [C:1]([C:3]1(C(O)=O)[CH:5]([C:6]2[CH:11]=[CH:10][CH:9]=[CH:8][CH:7]=2)[C:4]1([CH3:13])[CH3:12])#[N:2].[Li+].[Cl-].C([O-])(O)=O.[Na+].O. (2) The reactants are [Cl:1][C:2]1[CH:7]=[C:6]([C:8]#[N:9])[CH:5]=[C:4]([O:10][C:11]2[C:16]([Cl:17])=[CH:15][CH:14]=[C:13]([CH3:18])[C:12]=2[F:19])[N:3]=1.C1C(=O)N([Br:27])C(=O)C1. The catalyst is C(Cl)(Cl)(Cl)Cl. The product is [Br:27][CH2:18][C:13]1[C:12]([F:19])=[C:11]([O:10][C:4]2[CH:5]=[C:6]([C:8]#[N:9])[CH:7]=[C:2]([Cl:1])[N:3]=2)[C:16]([Cl:17])=[CH:15][CH:14]=1. The yield is 0.572.